From a dataset of Forward reaction prediction with 1.9M reactions from USPTO patents (1976-2016). Predict the product of the given reaction. (1) The product is: [C:15]1([C:21]2([CH2:31][NH:46][CH2:45][C:37]3[CH:38]=[C:39]([C:41]([F:42])([F:43])[F:44])[CH:40]=[C:35]([C:34]([F:33])([F:47])[F:48])[CH:36]=3)[CH2:30][CH2:29][C:24]3([O:25][CH2:26][CH2:27][O:28]3)[CH2:23][CH2:22]2)[CH:20]=[CH:19][CH:18]=[CH:17][CH:16]=1. Given the reactants C(O[BH-](OC(=O)C)OC(=O)C)(=O)C.[Na+].[C:15]1([C:21]2([CH:31]=O)[CH2:30][CH2:29][C:24]3([O:28][CH2:27][CH2:26][O:25]3)[CH2:23][CH2:22]2)[CH:20]=[CH:19][CH:18]=[CH:17][CH:16]=1.[F:33][C:34]([F:48])([F:47])[C:35]1[CH:36]=[C:37]([CH2:45][NH2:46])[CH:38]=[C:39]([C:41]([F:44])([F:43])[F:42])[CH:40]=1.C(=O)([O-])O.[Na+], predict the reaction product. (2) Given the reactants [NH2:1][C:2]1[CH:7]=[CH:6][C:5]([F:8])=[CH:4][C:3]=1[N:9]1[CH:13]=[C:12]([CH3:14])[N:11]=[C:10]1[CH2:15][CH2:16][CH3:17].[N:18]([O-])=O.[Na+], predict the reaction product. The product is: [F:8][C:5]1[CH:6]=[CH:7][C:2]2[N:1]=[N:18][C:13]3=[C:12]([CH3:14])[N:11]=[C:10]([CH2:15][CH2:16][CH3:17])[N:9]3[C:3]=2[CH:4]=1. (3) Given the reactants [CH3:1]S(O)(=O)=O.C(OC([N:13]1[CH2:21][CH2:20][CH2:19][C@H:15]([C:16]([OH:18])=[O:17])[CH2:14]1)=O)(C)(C)C, predict the reaction product. The product is: [NH:13]1[CH2:21][CH2:20][CH2:19][C@H:15]([C:16]([O:18][CH3:1])=[O:17])[CH2:14]1. (4) Given the reactants C([NH:4][C:5]1[CH:6]=[C:7]2[C:12](=[CH:13][CH:14]=1)[O:11][CH:10]([CH2:15][C:16]#N)[CH2:9][CH2:8]2)(=O)C.[CH2:18]([OH:20])[CH3:19].CC[O:23]CC.C(O)(C)C.[ClH:30], predict the reaction product. The product is: [ClH:30].[NH2:4][C:5]1[CH:6]=[C:7]2[C:12](=[CH:13][CH:14]=1)[O:11][CH:10]([CH2:15][C:16]([O:20][CH2:18][CH3:19])=[O:23])[CH2:9][CH2:8]2. (5) Given the reactants [CH2:1]1[O:24][C:23]2[CH:22]=[CH:21][C:5]([CH2:6][CH:7]3[C:16]4[C:11](=[C:12]([O:19][CH3:20])[CH:13]=[CH:14][C:15]=4[O:17][CH3:18])[CH2:10][CH2:9][NH:8]3)=[CH:4][C:3]=2[O:2]1.Br[CH2:26][C:27](Br)=[O:28].[CH3:30][O:31][C:32]1[CH:39]=[CH:38][CH:37]=[CH:36][C:33]=1[CH2:34][NH2:35], predict the reaction product. The product is: [CH2:1]1[O:24][C:23]2[CH:22]=[CH:21][C:5]([CH2:6][CH:7]3[C:16]4[C:11](=[C:12]([O:19][CH3:20])[CH:13]=[CH:14][C:15]=4[O:17][CH3:18])[CH2:10][CH2:9][N:8]3[CH2:26][C:27]([NH:35][CH2:34][C:33]3[CH:36]=[CH:37][CH:38]=[CH:39][C:32]=3[O:31][CH3:30])=[O:28])=[CH:4][C:3]=2[O:2]1.